This data is from Full USPTO retrosynthesis dataset with 1.9M reactions from patents (1976-2016). The task is: Predict the reactants needed to synthesize the given product. (1) Given the product [C:1]([O:5][C:6]([N:8]1[CH2:12][C:11](=[O:13])[CH2:10][C@H:9]1[C:14]([OH:16])=[O:15])=[O:7])([CH3:4])([CH3:2])[CH3:3], predict the reactants needed to synthesize it. The reactants are: [C:1]([O:5][C:6]([N:8]1[CH2:12][C@@H:11]([OH:13])[CH2:10][C@@H:9]1[C:14]([OH:16])=[O:15])=[O:7])([CH3:4])([CH3:3])[CH3:2].CC1(C)N([O])C(C)(C)CCC1.[O-]Cl.[Na+]. (2) Given the product [C:1]1([NH:11][C:12]([NH:35][CH2:34][C:33]2[C:28]([N:25]3[CH2:26][CH2:27][CH:22]([CH3:21])[CH2:23][CH2:24]3)=[N:29][C:30]([C:36]([F:39])([F:37])[F:38])=[CH:31][CH:32]=2)=[O:20])[C:10]2[C:5](=[CH:6][CH:7]=[CH:8][CH:9]=2)[CH:4]=[CH:3][N:2]=1, predict the reactants needed to synthesize it. The reactants are: [C:1]1([NH:11][C:12](=[O:20])OC2C=CC=CC=2)[C:10]2[C:5](=[CH:6][CH:7]=[CH:8][CH:9]=2)[CH:4]=[CH:3][N:2]=1.[CH3:21][CH:22]1[CH2:27][CH2:26][N:25]([C:28]2[C:33]([CH2:34][NH2:35])=[CH:32][CH:31]=[C:30]([C:36]([F:39])([F:38])[F:37])[N:29]=2)[CH2:24][CH2:23]1.C(N(CC)CC)C. (3) Given the product [Br:8][C:5]1[CH:6]=[CH:7][C:2]([N:13]2[CH2:14][CH2:15][CH:10]([OH:9])[CH2:11][CH2:12]2)=[N:3][CH:4]=1, predict the reactants needed to synthesize it. The reactants are: Br[C:2]1[CH:7]=[CH:6][C:5]([Br:8])=[CH:4][N:3]=1.[OH:9][CH:10]1[CH2:15][CH2:14][NH:13][CH2:12][CH2:11]1.[OH-].[Na+].